From a dataset of Forward reaction prediction with 1.9M reactions from USPTO patents (1976-2016). Predict the product of the given reaction. (1) The product is: [Cl:34][CH2:35][CH2:36][CH2:37][C:38]([N:23]1[C:24]2[C:19](=[CH:18][C:17]([O:16][CH2:15][CH2:14][CH2:13][CH2:12][C:11]3[N:7]([CH:1]4[CH2:6][CH2:5][CH2:4][CH2:3][CH2:2]4)[N:8]=[N:9][N:10]=3)=[CH:26][CH:25]=2)[CH2:20][CH2:21][C:22]1=[O:27])=[O:39]. Given the reactants [CH:1]1([N:7]2[C:11]([CH2:12][CH2:13][CH2:14][CH2:15][O:16][C:17]3[CH:18]=[C:19]4[C:24](=[CH:25][CH:26]=3)[NH:23][C:22](=[O:27])[CH2:21][CH2:20]4)=[N:10][N:9]=[N:8]2)[CH2:6][CH2:5][CH2:4][CH2:3][CH2:2]1.N1C=CC=CC=1.[Cl:34][CH2:35][CH2:36][CH2:37][C:38](Cl)=[O:39], predict the reaction product. (2) Given the reactants [C:1]([O:5][C:6]([N:8]1[CH2:12][CH2:11][C@@H:10]([OH:13])[C@H:9]1[C:14](O)=[O:15])=[O:7])([CH3:4])([CH3:3])[CH3:2].[Li+].[Cl-].[BH4-].[Na+].Cl, predict the reaction product. The product is: [OH:13][C@@H:10]1[CH2:11][CH2:12][N:8]([C:6]([O:5][C:1]([CH3:2])([CH3:3])[CH3:4])=[O:7])[C@@H:9]1[CH2:14][OH:15].